From a dataset of Catalyst prediction with 721,799 reactions and 888 catalyst types from USPTO. Predict which catalyst facilitates the given reaction. (1) Reactant: [OH:1][CH2:2][CH2:3][N:4]1[CH2:8][CH2:7][CH2:6][CH2:5]1.C1(P(C2C=CC=CC=2)C2C=CC=CC=2)C=CC=CC=1.N(C(OC(C)C)=O)=NC(OC(C)C)=O.[CH2:42]([O:49][C:50]1[CH:77]=[CH:76][C:75](O)=[CH:74][C:51]=1[C:52]([NH:54][C:55]1[CH:67]=[C:66]([C:68]2[CH:73]=[CH:72][CH:71]=[CH:70][CH:69]=2)[CH:65]=[CH:64][C:56]=1[C:57]([O:59][C:60]([CH3:63])([CH3:62])[CH3:61])=[O:58])=[O:53])[C:43]1[CH:48]=[CH:47][CH:46]=[CH:45][CH:44]=1. Product: [CH2:42]([O:49][C:50]1[CH:77]=[CH:76][C:75]([O:1][CH2:2][CH2:3][N:4]2[CH2:8][CH2:7][CH2:6][CH2:5]2)=[CH:74][C:51]=1[C:52]([NH:54][C:55]1[CH:67]=[C:66]([C:68]2[CH:73]=[CH:72][CH:71]=[CH:70][CH:69]=2)[CH:65]=[CH:64][C:56]=1[C:57]([O:59][C:60]([CH3:63])([CH3:62])[CH3:61])=[O:58])=[O:53])[C:43]1[CH:44]=[CH:45][CH:46]=[CH:47][CH:48]=1. The catalyst class is: 7. (2) Reactant: [OH-].[Na+].C([O:5][C:6](=[O:38])[CH2:7][O:8][C:9]1[CH:14]=[CH:13][C:12]([C:15](=[O:37])[CH2:16][N:17]2[CH2:25][C:24]3[C:19](=[CH:20][CH:21]=[C:22]([C:26]([NH:28][C:29]([O:31][C:32]([CH3:35])([CH3:34])[CH3:33])=[O:30])=[NH:27])[CH:23]=3)[C:18]2=[O:36])=[CH:11][CH:10]=1)C.CC(O)=O. Product: [C:32]([O:31][C:29]([NH:28][C:26](=[NH:27])[C:22]1[CH:23]=[C:24]2[C:19](=[CH:20][CH:21]=1)[C:18](=[O:36])[N:17]([CH2:16][C:15]([C:12]1[CH:11]=[CH:10][C:9]([O:8][CH2:7][C:6]([OH:38])=[O:5])=[CH:14][CH:13]=1)=[O:37])[CH2:25]2)=[O:30])([CH3:35])([CH3:33])[CH3:34]. The catalyst class is: 5. (3) Reactant: [Br:1][C:2]1[CH:7]=[C:6]([CH2:8][OH:9])[CH:5]=[C:4]([OH:10])[C:3]=1[C:11]([C:13]1[CH:18]=[CH:17][C:16]([O:19][CH3:20])=[CH:15][CH:14]=1)=[O:12].[C:21](OC=C)(=[O:23])[CH3:22].CCCC[Sn](Cl)(O[Sn](Cl)(CCCC)CCCC)CCCC.C(OCC1C=C(O)C(C(C2C=CC(OC)=CC=2)=O)=C(Cl)C=1)(=O)C. Product: [C:21]([O:9][CH2:8][C:6]1[CH:5]=[C:4]([OH:10])[C:3]([C:11]([C:13]2[CH:18]=[CH:17][C:16]([O:19][CH3:20])=[CH:15][CH:14]=2)=[O:12])=[C:2]([Br:1])[CH:7]=1)(=[O:23])[CH3:22]. The catalyst class is: 7. (4) Reactant: [Br:1][C:2]1[CH:3]=[C:4]2[C:9](=[CH:10][CH:11]=1)[N:8]=[CH:7][C:6]([CH2:12][OH:13])=[C:5]2[NH:14][C:15]1[CH:20]=[CH:19][C:18]([N:21]2[CH2:26][CH2:25][N:24]([C:27]([O:29][C:30]([CH3:33])([CH3:32])[CH3:31])=[O:28])[CH2:23][CH2:22]2)=[C:17]([C:34]([F:37])([F:36])[F:35])[CH:16]=1.CC(OI1(OC(C)=O)(OC(C)=O)OC(=O)C2C=CC=CC1=2)=O.C(OCC)(=O)C. Product: [Br:1][C:2]1[CH:3]=[C:4]2[C:9](=[CH:10][CH:11]=1)[N:8]=[CH:7][C:6]([CH:12]=[O:13])=[C:5]2[NH:14][C:15]1[CH:20]=[CH:19][C:18]([N:21]2[CH2:22][CH2:23][N:24]([C:27]([O:29][C:30]([CH3:33])([CH3:32])[CH3:31])=[O:28])[CH2:25][CH2:26]2)=[C:17]([C:34]([F:37])([F:35])[F:36])[CH:16]=1. The catalyst class is: 2. (5) Reactant: [CH2:1]([O:8][C:9]([NH:11][C@@H:12]([C@@H:17]([O:19][CH3:20])[CH3:18])[C:13](OC)=[O:14])=[O:10])[C:2]1[CH:7]=[CH:6][CH:5]=[CH:4][CH:3]=1.O1CCCC1.[BH4-].[Na+]. Product: [CH2:1]([O:8][C:9](=[O:10])[NH:11][C@@H:12]([C@@H:17]([O:19][CH3:20])[CH3:18])[CH2:13][OH:14])[C:2]1[CH:3]=[CH:4][CH:5]=[CH:6][CH:7]=1. The catalyst class is: 5. (6) Reactant: [CH3:1][N:2]1[CH:6]=[C:5]([N:7]2[CH:12]=[CH:11][C:10](=[O:13])[C:9]([CH2:14][C:15]3[CH:20]=[CH:19][CH:18]=[C:17]([C:21]4[N:26]=[CH:25][C:24]([O:27][CH:28]5[CH2:33][CH2:32][C:31](=[O:34])[CH2:30][CH2:29]5)=[CH:23][N:22]=4)[CH:16]=3)=[N:8]2)[CH:4]=[N:3]1.[BH4-].[Na+]. Product: [OH:34][C@H:31]1[CH2:32][CH2:33][C@H:28]([O:27][C:24]2[CH:23]=[N:22][C:21]([C:17]3[CH:16]=[C:15]([CH:20]=[CH:19][CH:18]=3)[CH2:14][C:9]3[C:10](=[O:13])[CH:11]=[CH:12][N:7]([C:5]4[CH:4]=[N:3][N:2]([CH3:1])[CH:6]=4)[N:8]=3)=[N:26][CH:25]=2)[CH2:29][CH2:30]1.[OH:34][C@@H:31]1[CH2:32][CH2:33][C@H:28]([O:27][C:24]2[CH:23]=[N:22][C:21]([C:17]3[CH:16]=[C:15]([CH:20]=[CH:19][CH:18]=3)[CH2:14][C:9]3[C:10](=[O:13])[CH:11]=[CH:12][N:7]([C:5]4[CH:4]=[N:3][N:2]([CH3:1])[CH:6]=4)[N:8]=3)=[N:26][CH:25]=2)[CH2:29][CH2:30]1. The catalyst class is: 191. (7) Reactant: C(N(CC)CC)C.[C:8]([CH:10]1[C@H:16]([NH:17][C:18](=[O:24])[O:19][C:20]([CH3:23])([CH3:22])[CH3:21])[CH2:15][CH2:14][C@@H:13]([C:25]2[CH:30]=[CH:29][CH:28]=[C:27]([F:31])[C:26]=2[F:32])[CH2:12][NH:11]1)#[N:9].[C:33](OC(=O)C)(=[O:35])[CH3:34].C(=O)(O)[O-].[Na+]. Product: [C:33]([N:11]1[CH2:12][C@H:13]([C:25]2[CH:30]=[CH:29][CH:28]=[C:27]([F:31])[C:26]=2[F:32])[CH2:14][CH2:15][C@@H:16]([NH:17][C:18](=[O:24])[O:19][C:20]([CH3:23])([CH3:22])[CH3:21])[CH:10]1[C:8]#[N:9])(=[O:35])[CH3:34]. The catalyst class is: 4.